From a dataset of Catalyst prediction with 721,799 reactions and 888 catalyst types from USPTO. Predict which catalyst facilitates the given reaction. (1) Reactant: [CH3:1][O:2][C:3](=[O:35])[C:4]1[CH:32]=[C:31]([O:33][CH3:34])[CH:30]=[C:6]([C:7]([NH:9][CH:10]2[CH2:15][CH2:14][N:13](CC3C=C(OCC)C(F)=C(OCC)C=3)[CH2:12][CH2:11]2)=[O:8])[CH:5]=1.[CH2:36]([O:38][C:39]1[CH:44]=[C:43]([CH:45]=O)[CH:42]=[C:41]([O:47][CH2:48][CH3:49])[C:40]=1[C:50]1[CH:55]=[CH:54][C:53]([F:56])=[CH:52][CH:51]=1)[CH3:37].C([BH3-])#N.[Na+].C(N(C(C)C)C(C)C)C. Product: [CH3:1][O:2][C:3](=[O:35])[C:4]1[CH:32]=[C:31]([O:33][CH3:34])[CH:30]=[C:6]([C:7]([NH:9][CH:10]2[CH2:11][CH2:12][N:13]([CH2:45][C:43]3[CH:44]=[C:39]([O:38][CH2:36][CH3:37])[C:40]([C:50]4[CH:55]=[CH:54][C:53]([F:56])=[CH:52][CH:51]=4)=[C:41]([O:47][CH2:48][CH3:49])[CH:42]=3)[CH2:14][CH2:15]2)=[O:8])[CH:5]=1. The catalyst class is: 212. (2) Reactant: [CH3:1][O:2][C:3](=[O:24])[C:4]1[CH:9]=[CH:8][C:7]([NH:10][CH2:11][C:12]2[CH:17]=[CH:16][C:15]([CH:18]3[CH2:23][CH2:22][CH2:21][CH2:20][CH2:19]3)=[CH:14][CH:13]=2)=[CH:6][CH:5]=1.C(=O)([O-])[O-].[K+].[K+].[F:31][C:32]([F:43])([F:42])[O:33][C:34]1[CH:41]=[CH:40][C:37]([CH2:38]Br)=[CH:36][CH:35]=1. Product: [CH3:1][O:2][C:3](=[O:24])[C:4]1[CH:5]=[CH:6][C:7]([N:10]([CH2:11][C:12]2[CH:13]=[CH:14][C:15]([CH:18]3[CH2:23][CH2:22][CH2:21][CH2:20][CH2:19]3)=[CH:16][CH:17]=2)[CH2:38][C:37]2[CH:40]=[CH:41][C:34]([O:33][C:32]([F:31])([F:42])[F:43])=[CH:35][CH:36]=2)=[CH:8][CH:9]=1. The catalyst class is: 3. (3) Reactant: I[C:2]1[CH:7]=[CH:6][CH:5]=[CH:4][CH:3]=1.[Br:8][C:9]1[CH:21]=[CH:20][C:19]2[C:18]3[C:13](=[CH:14][CH:15]=[CH:16][CH:17]=3)[NH:12][C:11]=2[CH:10]=1.CC(C)([O-])C.[Na+].C(P(C(C)(C)C)C(C)(C)C)(C)(C)C. Product: [Br:8][C:9]1[CH:21]=[CH:20][C:19]2[C:18]3[C:13](=[CH:14][CH:15]=[CH:16][CH:17]=3)[N:12]([C:2]3[CH:7]=[CH:6][CH:5]=[CH:4][CH:3]=3)[C:11]=2[CH:10]=1. The catalyst class is: 101. (4) Reactant: [C:1]([C:3](=[C:7](SC)SC)[C:4]([NH2:6])=[O:5])#[N:2].[NH2:12][C:13]1[CH:18]=[CH:17][C:16]([C:19](=O)[CH3:20])=[CH:15][CH:14]=1.[OH2:22].[NH2:23][NH2:24]. Product: [C:19]([C:16]1[CH:17]=[CH:18][C:13]([NH:12][C:7]2[C:3]([C:4]([NH2:6])=[O:5])=[C:1]([NH2:2])[NH:24][N:23]=2)=[CH:14][CH:15]=1)(=[O:22])[CH3:20]. The catalyst class is: 14. (5) Reactant: [Cl:1][C:2]1[CH:7]=[CH:6][C:5]([C:8]2[N:9]=[C:10]([CH3:13])[S:11][CH:12]=2)=[CH:4][C:3]=1[NH:14][C:15]1[S:16][CH2:17][C:18](=[O:20])[N:19]=1.Cl[C:22]1[CH:28]=[CH:27][C:26]([C:29]2N=C(C)SC=2)=[CH:25][C:23]=1N.CS[C:37]1S[CH2:39][C:40](=O)[N:41]=1.CCCCCC.C(OCC)(=O)C. Product: [Cl:1][C:2]1[CH:7]=[CH:6][C:5]([C:8]2[N:9]=[C:10]([CH3:13])[S:11][CH:12]=2)=[CH:4][C:3]=1[NH:14][C:15]1[S:16]/[C:17](=[CH:29]\[C:26]2[CH:25]=[C:23]3[C:40](=[CH:39][CH:27]=2)[N:41]=[CH:37][CH:28]=[CH:22]3)/[C:18](=[O:20])[N:19]=1. The catalyst class is: 8.